Dataset: Catalyst prediction with 721,799 reactions and 888 catalyst types from USPTO. Task: Predict which catalyst facilitates the given reaction. (1) The catalyst class is: 22. Product: [CH3:1][O:2][C:3]1[CH:4]=[C:5]2[C:10](=[CH:11][C:12]=1[O:13][CH3:14])[N:9]=[CH:8][CH:7]=[C:6]2[O:15][C:16]1[CH:22]=[CH:21][C:19]([NH:20][C:34]([NH:33][C:30]2[CH:31]=[CH:32][C:27]([O:26][CH3:25])=[CH:28][CH:29]=2)=[O:35])=[C:18]([CH3:23])[C:17]=1[CH3:24]. Reactant: [CH3:1][O:2][C:3]1[CH:4]=[C:5]2[C:10](=[CH:11][C:12]=1[O:13][CH3:14])[N:9]=[CH:8][CH:7]=[C:6]2[O:15][C:16]1[CH:22]=[CH:21][C:19]([NH2:20])=[C:18]([CH3:23])[C:17]=1[CH3:24].[CH3:25][O:26][C:27]1[CH:32]=[CH:31][C:30]([N:33]=[C:34]=[O:35])=[CH:29][CH:28]=1. (2) Reactant: [F:1][C:2]1[CH:19]=[C:18]([N+:20]([O-:22])=[O:21])[CH:17]=[CH:16][C:3]=1[O:4][C:5]1[C:14]2[C:9](=[CH:10][C:11]([OH:15])=[CH:12][CH:13]=2)[N:8]=[CH:7][CH:6]=1.[OH-:23].[Na+].C(Cl)(Cl)Cl.Cl. Product: [F:1][C:2]1[CH:19]=[C:18]([N+:20]([O-:22])=[O:21])[CH:17]=[CH:16][C:3]=1[O:4][C:5]1[C:14]2[C:9](=[CH:10][C:11]([O:15][C:14]([CH3:9])([CH3:13])[C:5]([OH:4])=[O:23])=[CH:12][CH:13]=2)[N:8]=[CH:7][CH:6]=1. The catalyst class is: 95. (3) Reactant: [Si:1]([O:18][C:19]1[C:27]2[C:22](=[CH:23][N:24]=[CH:25][CH:26]=2)[O:21][CH:20]=1)([C:14]([CH3:17])([CH3:16])[CH3:15])([C:8]1[CH:13]=[CH:12][CH:11]=[CH:10][CH:9]=1)[C:2]1[CH:7]=[CH:6][CH:5]=[CH:4][CH:3]=1.[Br:28]Br. Product: [Br:28][C:20]1[O:21][C:22]2=[CH:23][N:24]=[CH:25][CH:26]=[C:27]2[C:19]=1[O:18][Si:1]([C:14]([CH3:17])([CH3:15])[CH3:16])([C:2]1[CH:7]=[CH:6][CH:5]=[CH:4][CH:3]=1)[C:8]1[CH:13]=[CH:12][CH:11]=[CH:10][CH:9]=1. The catalyst class is: 22.